This data is from Catalyst prediction with 721,799 reactions and 888 catalyst types from USPTO. The task is: Predict which catalyst facilitates the given reaction. (1) Reactant: Cl[C:2]1[O:3][C:4]([C:7]2[N:8]([C:16]([O:18][C:19]([CH3:22])([CH3:21])[CH3:20])=[O:17])[C:9]3[C:14]([CH:15]=2)=[CH:13][CH:12]=[CH:11][CH:10]=3)=[CH:5][N:6]=1.[NH2:23][C:24]1[CH:25]=[C:26]([NH:30][S:31]([CH3:34])(=[O:33])=[O:32])[CH:27]=[CH:28][CH:29]=1. The catalyst class is: 41. Product: [CH3:34][S:31]([NH:30][C:26]1[CH:25]=[C:24]([NH:23][C:2]2[O:3][C:4]([C:7]3[N:8]([C:16]([O:18][C:19]([CH3:22])([CH3:21])[CH3:20])=[O:17])[C:9]4[C:14]([CH:15]=3)=[CH:13][CH:12]=[CH:11][CH:10]=4)=[CH:5][N:6]=2)[CH:29]=[CH:28][CH:27]=1)(=[O:33])=[O:32]. (2) Reactant: [Cl:1][C:2]1[N:10]=[C:9]2[C:5]([N:6]=[CH:7][N:8]2[CH:11]([CH2:14][CH3:15])[CH2:12][CH3:13])=[C:4]([NH:16][C:17]2[CH:22]=[CH:21][C:20]([O:23][C:24]([F:27])([F:26])[F:25])=[CH:19][CH:18]=2)[N:3]=1.[NH2:28][C@H:29]1[CH2:34][CH2:33][C@H:32]([NH2:35])[CH2:31][CH2:30]1. Product: [ClH:1].[ClH:1].[NH2:28][C@H:29]1[CH2:34][CH2:33][C@H:32]([NH:35][C:2]2[N:10]=[C:9]3[C:5]([N:6]=[CH:7][N:8]3[CH:11]([CH2:14][CH3:15])[CH2:12][CH3:13])=[C:4]([NH:16][C:17]3[CH:18]=[CH:19][C:20]([O:23][C:24]([F:26])([F:27])[F:25])=[CH:21][CH:22]=3)[N:3]=2)[CH2:31][CH2:30]1. The catalyst class is: 69. (3) Reactant: [F:1][C:2]1[CH:3]=[C:4]([C:8]2[N:13]=[CH:12][C:11]([C:14]([NH:16][C@H:17]3[C@H:21]([OH:22])[CH2:20][N:19](C(OC(C)(C)C)=O)[CH2:18]3)=[O:15])=[CH:10][CH:9]=2)[CH:5]=[CH:6][CH:7]=1.Cl. Product: [F:1][C:2]1[CH:3]=[C:4]([C:8]2[CH:9]=[CH:10][C:11]([C:14]([NH:16][C@H:17]3[C@H:21]([OH:22])[CH2:20][NH:19][CH2:18]3)=[O:15])=[CH:12][N:13]=2)[CH:5]=[CH:6][CH:7]=1. The catalyst class is: 440. (4) Reactant: [CH3:1][C:2]1[C:6]([C:7]2[CH:12]=[CH:11][NH:10][C:9](=[O:13])[N:8]=2)=[C:5]([CH3:14])[O:4][N:3]=1.[H-].[Na+].Br[CH2:18][CH2:19][CH2:20][CH2:21][Cl:22].O. Product: [Cl:22][CH2:21][CH2:20][CH2:19][CH2:18][N:10]1[CH:11]=[CH:12][C:7]([C:6]2[C:2]([CH3:1])=[N:3][O:4][C:5]=2[CH3:14])=[N:8][C:9]1=[O:13]. The catalyst class is: 3. (5) Reactant: Cl.[F:2][C:3]1[C:8]([F:9])=[CH:7][CH:6]=[CH:5][C:4]=1[CH2:10][CH2:11][C:12](=[NH:14])[NH2:13].O=C1N(CC(OCC)=O)[C:20]2[N:28]=[CH:29][CH:30]=[CH:31][C:19]=2[C:18](=O)[O:17]1.[C:33]([O:36][CH2:37][CH3:38])(=[O:35])[CH3:34]. Product: [CH2:37]([O:36][C:33](=[O:35])[CH2:34][N:14]1[C:20]2[N:28]=[CH:29][CH:30]=[CH:31][C:19]=2[C:18](=[O:17])[N:13]=[C:12]1[CH2:11][CH2:10][C:4]1[CH:5]=[CH:6][CH:7]=[C:8]([F:9])[C:3]=1[F:2])[CH3:38]. The catalyst class is: 2. (6) Reactant: [Cl:1][C:2]1[C:3]([Cl:11])=[N:4][CH:5]=C([CH:10]=1)C(O)=O.O=S(Cl)Cl.[Cl:16][C:17]1[CH:22]=[CH:21][CH:20]=[C:19]([NH:23][CH:24]([CH3:26])C)[C:18]=1[NH2:27].[C:28]1(C)[CH:33]=CC=C[CH:29]=1. Product: [Cl:16][C:17]1[C:18]2[N:27]([CH2:29][CH2:28][CH3:33])[C:24]([C:26]3[CH:5]=[N:4][C:3]([Cl:11])=[C:2]([Cl:1])[CH:10]=3)=[N:23][C:19]=2[CH:20]=[CH:21][CH:22]=1. The catalyst class is: 118. (7) Reactant: C([O:3][CH:4]=[C:5]([C:11]#[N:12])[C:6](OCC)=O)C.[CH3:13][S:14][C:15](=[NH:17])[NH2:16].C[O-].[Na+].[Na]. Product: [OH:3][C:4]1[C:5]([C:11]#[N:12])=[CH:6][N:16]=[C:15]([S:14][CH3:13])[N:17]=1. The catalyst class is: 5.